From a dataset of NCI-60 drug combinations with 297,098 pairs across 59 cell lines. Regression. Given two drug SMILES strings and cell line genomic features, predict the synergy score measuring deviation from expected non-interaction effect. (1) Drug 1: C1CC2CC3=C(CC1C24CN(S(=O)(=O)N4)CC(F)(F)F)C=CC(=C3)C=CCN5CCC(CC5)C(F)(F)F. Drug 2: CCC1=CC2CC(C3=C(CN(C2)C1)C4=CC=CC=C4N3)(C5=C(C=C6C(=C5)C78CCN9C7C(C=CC9)(C(C(C8N6C)(C(=O)OC)O)OC(=O)C)CC)OC)C(=O)OC. Cell line: SW-620. Synergy scores: CSS=45.8, Synergy_ZIP=3.09, Synergy_Bliss=2.65, Synergy_Loewe=-16.5, Synergy_HSA=3.83. (2) Drug 1: CC12CCC(CC1=CCC3C2CCC4(C3CC=C4C5=CN=CC=C5)C)O. Drug 2: C1=NC2=C(N=C(N=C2N1C3C(C(C(O3)CO)O)F)Cl)N. Cell line: K-562. Synergy scores: CSS=35.4, Synergy_ZIP=-3.58, Synergy_Bliss=-2.38, Synergy_Loewe=-10.0, Synergy_HSA=0.0592. (3) Drug 1: C1=CC(=CC=C1C#N)C(C2=CC=C(C=C2)C#N)N3C=NC=N3. Drug 2: CC1=C(C(=O)C2=C(C1=O)N3CC4C(C3(C2COC(=O)N)OC)N4)N. Cell line: DU-145. Synergy scores: CSS=36.0, Synergy_ZIP=3.44, Synergy_Bliss=0.764, Synergy_Loewe=-25.3, Synergy_HSA=-1.60. (4) Cell line: SF-539. Drug 2: CC1=C2C(C(=O)C3(C(CC4C(C3C(C(C2(C)C)(CC1OC(=O)C(C(C5=CC=CC=C5)NC(=O)OC(C)(C)C)O)O)OC(=O)C6=CC=CC=C6)(CO4)OC(=O)C)O)C)O. Synergy scores: CSS=57.7, Synergy_ZIP=15.3, Synergy_Bliss=16.9, Synergy_Loewe=19.0, Synergy_HSA=19.5. Drug 1: CC1=C(C(CCC1)(C)C)C=CC(=CC=CC(=CC(=O)O)C)C. (5) Drug 1: CNC(=O)C1=NC=CC(=C1)OC2=CC=C(C=C2)NC(=O)NC3=CC(=C(C=C3)Cl)C(F)(F)F. Drug 2: C1=NC2=C(N1)C(=S)N=CN2. Cell line: HL-60(TB). Synergy scores: CSS=33.0, Synergy_ZIP=-3.31, Synergy_Bliss=2.61, Synergy_Loewe=-5.41, Synergy_HSA=0.719. (6) Drug 1: CCC1=C2CN3C(=CC4=C(C3=O)COC(=O)C4(CC)O)C2=NC5=C1C=C(C=C5)O. Drug 2: B(C(CC(C)C)NC(=O)C(CC1=CC=CC=C1)NC(=O)C2=NC=CN=C2)(O)O. Cell line: IGROV1. Synergy scores: CSS=47.9, Synergy_ZIP=-3.73, Synergy_Bliss=-1.90, Synergy_Loewe=-2.30, Synergy_HSA=0.835. (7) Drug 1: CCC1(CC2CC(C3=C(CCN(C2)C1)C4=CC=CC=C4N3)(C5=C(C=C6C(=C5)C78CCN9C7C(C=CC9)(C(C(C8N6C)(C(=O)OC)O)OC(=O)C)CC)OC)C(=O)OC)O. Drug 2: CCC1=C2N=C(C=C(N2N=C1)NCC3=C[N+](=CC=C3)[O-])N4CCCCC4CCO. Cell line: NCI-H460. Synergy scores: CSS=87.2, Synergy_ZIP=-0.103, Synergy_Bliss=-1.09, Synergy_Loewe=-3.73, Synergy_HSA=1.14.